This data is from Reaction yield outcomes from USPTO patents with 853,638 reactions. The task is: Predict the reaction yield, written as a fraction of the theoretical maximum amount of product (1.0 means a 100% yield; for example, 0.34 means a 34% yield). (1) The reactants are Br[C:2]1[C:10]2[O:9][CH2:8][CH:7]([C:11]3[CH:16]=[CH:15][C:14]([CH:17]([CH3:19])[CH3:18])=[CH:13][CH:12]=3)[C:6]=2[C:5]([CH3:20])=[C:4]([NH:21][C:22](=[O:28])[CH2:23][C:24]([CH3:27])([CH3:26])[CH3:25])[C:3]=1[CH3:29].[CH2:30]([O:32][C:33]([C:35]1[CH:36]=[C:37](B(O)O)[CH:38]=[CH:39][CH:40]=1)=[O:34])[CH3:31]. No catalyst specified. The product is [CH3:25][C:24]([CH3:27])([CH3:26])[CH2:23][C:22]([NH:21][C:4]1[C:3]([CH3:29])=[C:2]([C:39]2[CH:40]=[C:35]([CH:36]=[CH:37][CH:38]=2)[C:33]([O:32][CH2:30][CH3:31])=[O:34])[C:10]2[O:9][CH2:8][CH:7]([C:11]3[CH:16]=[CH:15][C:14]([CH:17]([CH3:19])[CH3:18])=[CH:13][CH:12]=3)[C:6]=2[C:5]=1[CH3:20])=[O:28]. The yield is 0.630. (2) The reactants are CO[C:3](=[O:18])[C:4]1[CH:9]=[C:8]([C:10](=[O:12])[CH3:11])[C:7]([C:13]([F:16])([F:15])[F:14])=[CH:6][C:5]=1[NH2:17].CC[N:21]([CH2:24]C)CC.[CH3:26][S:27]([NH:30]N)(=[O:29])=[O:28].[OH-:32].[Na+].Cl. The catalyst is C1COCC1.CCOC(C)=O. The product is [C:10]([C:8]1[CH:9]=[C:4]2[C:5](=[CH:6][C:7]=1[C:13]([F:14])([F:15])[F:16])[NH:17][C:24](=[O:32])[N:21]([NH:30][S:27]([CH3:26])(=[O:29])=[O:28])[C:3]2=[O:18])(=[O:12])[CH3:11]. The yield is 0.850.